The task is: Predict the reactants needed to synthesize the given product.. This data is from Full USPTO retrosynthesis dataset with 1.9M reactions from patents (1976-2016). (1) Given the product [Br:1][C:2]1[CH:3]=[CH:4][C:5]([C:6]([N:8]([CH2:9][CH3:10])[CH2:11][CH3:12])=[O:7])=[C:13]([C:26](=[O:27])[C:25]([F:24])([F:32])[F:33])[CH:14]=1, predict the reactants needed to synthesize it. The reactants are: [Br:1][C:2]1[CH:14]=[CH:13][C:5]([C:6]([N:8]([CH2:11][CH3:12])[CH2:9][CH3:10])=[O:7])=[C:4](C)[CH:3]=1.[Li+].CC([N-]C(C)C)C.[F:24][C:25]([F:33])([F:32])[C:26](N(OC)C)=[O:27]. (2) The reactants are: COC(=O)C[NH:5][C:6](=[O:37])[C:7]1[CH:12]=[C:11]([Cl:13])[C:10]([O:14][C:15]2[CH:20]=[CH:19][N:18]=[CH:17][C:16]=2[C:21]([N:23]2[C:32]3[C:27](=[CH:28][CH:29]=[CH:30][CH:31]=3)[N:26]([CH:33]3[CH2:35][CH2:34]3)[CH2:25][CH2:24]2)=[O:22])=[CH:9][C:8]=1[Cl:36].[Cl-].[NH4+].ON1C2C=CC=CC=2N=N1.C(N(CC)C(C)C)(C)C.Cl.CN(C)CCCN=C=NCC. Given the product [Cl:36][C:8]1[CH:9]=[C:10]([O:14][C:15]2[CH:20]=[CH:19][N:18]=[CH:17][C:16]=2[C:21]([N:23]2[C:32]3[C:27](=[CH:28][CH:29]=[CH:30][CH:31]=3)[N:26]([CH:33]3[CH2:34][CH2:35]3)[CH2:25][CH2:24]2)=[O:22])[C:11]([Cl:13])=[CH:12][C:7]=1[C:6]([NH2:5])=[O:37], predict the reactants needed to synthesize it.